This data is from Peptide-MHC class II binding affinity with 134,281 pairs from IEDB. The task is: Regression. Given a peptide amino acid sequence and an MHC pseudo amino acid sequence, predict their binding affinity value. This is MHC class II binding data. The peptide sequence is RRRVMIQSSGGKLRL. The MHC is DRB1_0802 with pseudo-sequence DRB1_0802. The binding affinity (normalized) is 0.237.